This data is from Catalyst prediction with 721,799 reactions and 888 catalyst types from USPTO. The task is: Predict which catalyst facilitates the given reaction. (1) Reactant: [H-].[Na+].[F:3][C:4]1[C:9]([C:10]2[CH:15]=[CH:14][CH:13]=[C:12]([CH3:16])[CH:11]=2)=[C:8]([C@H:17]([OH:31])[C@@H:18]2[O:23][CH2:22][CH2:21][N:20]([C:24]([O:26][C:27]([CH3:30])([CH3:29])[CH3:28])=[O:25])[CH2:19]2)[CH:7]=[CH:6][CH:5]=1.BrC[CH2:34][C:35]([O:37][CH2:38][CH3:39])=[O:36]. Product: [CH2:38]([O:37][C:35](=[O:36])[CH2:34][O:31][C@@H:17]([C:8]1[CH:7]=[CH:6][CH:5]=[C:4]([F:3])[C:9]=1[C:10]1[CH:15]=[CH:14][CH:13]=[C:12]([CH3:16])[CH:11]=1)[C@@H:18]1[O:23][CH2:22][CH2:21][N:20]([C:24]([O:26][C:27]([CH3:28])([CH3:30])[CH3:29])=[O:25])[CH2:19]1)[CH3:39]. The catalyst class is: 1. (2) Reactant: [CH3:1][N:2]([CH2:4][C:5]1[N:14]=[C:13](O)[C:12]2[C:7](=[CH:8][C:9]([O:16][CH3:17])=[CH:10][CH:11]=2)[N:6]=1)[CH3:3].C(Cl)(Cl)[Cl:19]. Product: [Cl:19][C:13]1[C:12]2[C:7](=[CH:8][C:9]([O:16][CH3:17])=[CH:10][CH:11]=2)[N:6]=[C:5]([CH2:4][N:2]([CH3:3])[CH3:1])[N:14]=1. The catalyst class is: 286. (3) Reactant: [Si]([O:8][C:9]1[CH:10]=[C:11]2[C:16](=[CH:17][CH:18]=1)[N:15]=[C:14]([CH2:19][NH:20][C:21]13[CH2:28][CH2:27][C:24]([C:29]([O:31][CH3:32])=[O:30])([CH2:25][CH2:26]1)[CH2:23][CH2:22]3)[CH:13]=[CH:12]2)(C(C)(C)C)(C)C.Cl.C([O-])(O)=O.[Na+]. Product: [OH:8][C:9]1[CH:10]=[C:11]2[C:16](=[CH:17][CH:18]=1)[N:15]=[C:14]([CH2:19][NH:20][C:21]13[CH2:28][CH2:27][C:24]([C:29]([O:31][CH3:32])=[O:30])([CH2:23][CH2:22]1)[CH2:25][CH2:26]3)[CH:13]=[CH:12]2. The catalyst class is: 5.